Predict the product of the given reaction. From a dataset of Forward reaction prediction with 1.9M reactions from USPTO patents (1976-2016). Given the reactants [CH2:1]([C:3]1[C:12]([C:13]2[S:17][C:16]([C:18]3[CH:19]=[CH:20][C:21]([O:26][CH:27]([CH3:29])[CH3:28])=[C:22]([CH:25]=3)[C:23]#[N:24])=[N:15][CH:14]=2)=[CH:11][CH:10]=[C:9]2[C:4]=1[CH2:5][CH2:6][N:7]=[CH:8]2)[CH3:2].[BH4-].[Na+], predict the reaction product. The product is: [CH2:1]([C:3]1[C:12]([C:13]2[S:17][C:16]([C:18]3[CH:19]=[CH:20][C:21]([O:26][CH:27]([CH3:28])[CH3:29])=[C:22]([CH:25]=3)[C:23]#[N:24])=[N:15][CH:14]=2)=[CH:11][CH:10]=[C:9]2[C:4]=1[CH2:5][CH2:6][NH:7][CH2:8]2)[CH3:2].